This data is from CYP2D6 inhibition data for predicting drug metabolism from PubChem BioAssay. The task is: Regression/Classification. Given a drug SMILES string, predict its absorption, distribution, metabolism, or excretion properties. Task type varies by dataset: regression for continuous measurements (e.g., permeability, clearance, half-life) or binary classification for categorical outcomes (e.g., BBB penetration, CYP inhibition). Dataset: cyp2d6_veith. (1) The molecule is COC(=O)CSc1cc(C(F)(F)F)nc(-c2ccccn2)n1. The result is 0 (non-inhibitor). (2) The result is 0 (non-inhibitor). The compound is Cc1nn(CC(=O)NCc2ccccc2)c(C)c1[N+](=O)[O-]. (3) The molecule is O=C1CCC[C@H]1C(=O)Nc1ccc2ccccc2c1. The result is 0 (non-inhibitor). (4) The molecule is Cn1c(=O)c(-c2ccc(Cl)cc2)nc2cnc(N3CCNCC3)nc21. The result is 0 (non-inhibitor).